Dataset: Reaction yield outcomes from USPTO patents with 853,638 reactions. Task: Predict the reaction yield, written as a fraction of the theoretical maximum amount of product (1.0 means a 100% yield; for example, 0.34 means a 34% yield). (1) The reactants are [CH3:1][C:2]1[NH:3][C:4]2[C:9]([C:10]=1[CH:11]=O)=[CH:8][CH:7]=[CH:6][CH:5]=2.[CH3:13][NH2:14].[BH4-].[Na+]. The catalyst is CO. The product is [CH3:1][C:2]1[NH:3][C:4]2[C:9]([C:10]=1[CH2:11][NH:14][CH3:13])=[CH:8][CH:7]=[CH:6][CH:5]=2. The yield is 0.630. (2) The reactants are [NH2:1][C:2]1[N:10]=[CH:9][CH:8]=[CH:7][C:3]=1[C:4]([OH:6])=[O:5].[Br:11]Br. The catalyst is C(O)(=O)C. The product is [NH2:1][C:2]1[N:10]=[CH:9][C:8]([Br:11])=[CH:7][C:3]=1[C:4]([OH:6])=[O:5]. The yield is 0.980.